This data is from Forward reaction prediction with 1.9M reactions from USPTO patents (1976-2016). The task is: Predict the product of the given reaction. (1) Given the reactants [NH:1]1[CH:5]=[CH:4][CH:3]=[C:2]1[C:6](=[O:8])[CH3:7].[Br:9]Br, predict the reaction product. The product is: [Br:9][C:4]1[CH:3]=[C:2]([C:6](=[O:8])[CH3:7])[NH:1][CH:5]=1. (2) Given the reactants [CH3:1][N:2]1[CH:6]=[C:5]([N:7]2[C:19]3[C:18]4[CH:17]=[C:16]([C:20]5[CH:21]=[N:22][N:23]([CH2:25][CH2:26][O:27]C6CCCCO6)[CH:24]=5)[CH:15]=[CH:14][C:13]=4[N:12]=[CH:11][C:10]=3[N:9]([CH3:34])[C:8]2=[O:35])[C:4]([CH3:36])=[N:3]1.O1CCOCC1, predict the reaction product. The product is: [CH3:1][N:2]1[CH:6]=[C:5]([N:7]2[C:19]3[C:18]4[CH:17]=[C:16]([C:20]5[CH:21]=[N:22][N:23]([CH2:25][CH2:26][OH:27])[CH:24]=5)[CH:15]=[CH:14][C:13]=4[N:12]=[CH:11][C:10]=3[N:9]([CH3:34])[C:8]2=[O:35])[C:4]([CH3:36])=[N:3]1. (3) Given the reactants N(C(OCC)=O)=NC(OCC)=O.[Cl:13][C:14]1[CH:33]=[CH:32][C:17]([NH:18][C:19]2[C:28]3[C:23](=[CH:24][C:25]([OH:31])=[C:26]([O:29][CH3:30])[CH:27]=3)[N:22]=[CH:21][N:20]=2)=[C:16]([F:34])[CH:15]=1.C1(P(C2C=CC=CC=2)C2C=CC=CC=2)C=CC=CC=1.[N:54]1[CH:59]=[CH:58][C:57]([NH:60][CH2:61][CH2:62]O)=[CH:56][CH:55]=1, predict the reaction product. The product is: [ClH:13].[Cl:13][C:14]1[CH:33]=[CH:32][C:17]([NH:18][C:19]2[C:28]3[C:23](=[CH:24][C:25]([O:31][CH2:62][CH2:61][NH:60][C:57]4[CH:58]=[CH:59][N:54]=[CH:55][CH:56]=4)=[C:26]([O:29][CH3:30])[CH:27]=3)[N:22]=[CH:21][N:20]=2)=[C:16]([F:34])[CH:15]=1. (4) Given the reactants [CH:1]1[CH:2]=[CH:3][C:4]([NH:11][C:12]2[C:13]([Cl:19])=[CH:14][CH:15]=[CH:16][C:17]=2[Cl:18])=[C:5]([CH2:7][C:8]([OH:10])=[O:9])[CH:6]=1.C(N1C=CN=C1)(N1C=CN=C1)=O.[NH2:32][C@H:33]([C:40]([OH:42])=[O:41])[CH2:34][C:35]1[N:39]=[CH:38][NH:37][CH:36]=1, predict the reaction product. The product is: [Cl:19][C:13]1[CH:14]=[CH:15][CH:16]=[C:17]([Cl:18])[C:12]=1[NH:11][C:4]1[CH:3]=[CH:2][CH:1]=[CH:6][C:5]=1[CH2:7][C:8]([O:10][NH:32][C@H:33]([C:40]([OH:42])=[O:41])[CH2:34][C:35]1[N:39]=[CH:38][NH:37][CH:36]=1)=[O:9]. (5) Given the reactants [F:1][C:2]1[CH:38]=[CH:37][C:5]([O:6][C:7]2[CH:12]=[CH:11][C:10]([NH:13][C:14]([NH:16][C:17]3[CH:22]=[CH:21][C:20]([O:23][C:24]4[CH:29]=[CH:28][N:27]=[C:26]5[NH:30][N:31]=[CH:32][C:25]=45)=[CH:19][CH:18]=3)=[O:15])=[CH:9][C:8]=2[C:33]([F:36])([F:35])[F:34])=[CH:4][CH:3]=1.[CH:39]([CH:41]=[O:42])=[O:40].[OH-].[Na+], predict the reaction product. The product is: [F:1][C:2]1[CH:3]=[CH:4][C:5]([O:6][C:7]2[CH:12]=[CH:11][C:10]([N:13]3[CH:39]([OH:40])[CH:41]([OH:42])[N:16]([C:17]4[CH:18]=[CH:19][C:20]([O:23][C:24]5[CH:29]=[CH:28][N:27]=[C:26]6[NH:30][N:31]=[CH:32][C:25]=56)=[CH:21][CH:22]=4)[C:14]3=[O:15])=[CH:9][C:8]=2[C:33]([F:35])([F:36])[F:34])=[CH:37][CH:38]=1. (6) Given the reactants Cl[CH2:2][CH2:3][CH2:4][C:5]([C:7]1[CH:12]=[CH:11][C:10]([CH:13](C)C)=[CH:9][CH:8]=1)=[O:6].[Br:16]N1C(=O)CCC1=O, predict the reaction product. The product is: [Br:16][CH2:13][C:10]1[CH:9]=[CH:8][C:7]([C:5]([CH:4]2[CH2:3][CH2:2]2)=[O:6])=[CH:12][CH:11]=1. (7) Given the reactants [CH2:1]1[C:10]2[CH:9]=[CH:8][CH:7]=[C:6](C=O)[C:5]=2[CH2:4][CH2:3][C:2]21[O:16][CH2:15][CH2:14][O:13]2.[Br:17]C1C=CC=C2C=1CCC(=O)C2.C(O)CO.C1(C)C=CC(S(O)(=O)=O)=CC=1, predict the reaction product. The product is: [Br:17][C:6]1[CH:7]=[CH:8][CH:9]=[C:10]2[C:5]=1[CH2:4][CH2:3][C:2]1([O:16][CH2:15][CH2:14][O:13]1)[CH2:1]2. (8) Given the reactants [CH2:1]([N:8]1[CH2:13][CH2:12][CH:11]([NH:14][CH3:15])[CH2:10][CH2:9]1)[C:2]1[CH:7]=[CH:6][CH:5]=[CH:4][CH:3]=1.ClC1[N:22]=[CH:21][N:20]=[C:19]([N:23]2[C:31]3[C:26](=[CH:27][C:28]([S:32]([CH3:35])(=[O:34])=[O:33])=[CH:29][CH:30]=3)[CH2:25][CH2:24]2)[CH:18]=1.C(=O)([O-])[O-].[K+].[K+], predict the reaction product. The product is: [CH2:1]([N:8]1[CH2:13][CH2:12][CH:11]([NH:14][C:15]2[CH:18]=[C:19]([N:23]3[C:31]4[C:26](=[CH:27][C:28]([S:32]([CH3:35])(=[O:33])=[O:34])=[CH:29][CH:30]=4)[CH2:25][CH2:24]3)[N:20]=[CH:21][N:22]=2)[CH2:10][CH2:9]1)[C:2]1[CH:3]=[CH:4][CH:5]=[CH:6][CH:7]=1.